Dataset: Forward reaction prediction with 1.9M reactions from USPTO patents (1976-2016). Task: Predict the product of the given reaction. Given the reactants [NH2:1][C:2]1[C:3]([CH3:20])=[C:4]([CH:17]=[CH:18][CH:19]=1)[O:5][C:6]1[CH:15]=[C:14]([F:16])[CH:13]=[CH:12][C:7]=1[C:8]([O:10][CH3:11])=[O:9].[C:21]([O:24]C(=O)C)(=O)[CH3:22].C([O-])(=O)C.[K+].[N:33](OCCC(C)C)=O, predict the reaction product. The product is: [C:21]([N:1]1[C:2]2[C:3](=[C:4]([O:5][C:6]3[CH:15]=[C:14]([F:16])[CH:13]=[CH:12][C:7]=3[C:8]([O:10][CH3:11])=[O:9])[CH:17]=[CH:18][CH:19]=2)[CH:20]=[N:33]1)(=[O:24])[CH3:22].